Predict the reaction yield, written as a fraction of the theoretical maximum amount of product (1.0 means a 100% yield; for example, 0.34 means a 34% yield). From a dataset of Reaction yield outcomes from USPTO patents with 853,638 reactions. (1) The reactants are CC1(C)C(C)(C)OB([C:9]2[CH:23]=[CH:22][CH:21]=[CH:20][C:10]=2[CH2:11][P:12](=[O:19])([O:16][CH2:17][CH3:18])[O:13][CH2:14][CH3:15])O1.C(=O)([O-])[O-].[Na+].[Na+].Cl[C:32]1[N:37]=[C:36]([N:38]2[C:42]([C:43]([F:46])([F:45])[F:44])=[C:41]([C:47]([O:49][CH2:50][CH3:51])=[O:48])[CH:40]=[N:39]2)[CH:35]=[CH:34][CH:33]=1. The catalyst is C1C=CC([P]([Pd]([P](C2C=CC=CC=2)(C2C=CC=CC=2)C2C=CC=CC=2)([P](C2C=CC=CC=2)(C2C=CC=CC=2)C2C=CC=CC=2)[P](C2C=CC=CC=2)(C2C=CC=CC=2)C2C=CC=CC=2)(C2C=CC=CC=2)C2C=CC=CC=2)=CC=1. The product is [CH2:17]([O:16][P:12]([CH2:11][C:10]1[CH:20]=[CH:21][CH:22]=[CH:23][C:9]=1[C:32]1[N:37]=[C:36]([N:38]2[C:42]([C:43]([F:45])([F:44])[F:46])=[C:41]([C:47]([O:49][CH2:50][CH3:51])=[O:48])[CH:40]=[N:39]2)[CH:35]=[CH:34][CH:33]=1)([O:13][CH2:14][CH3:15])=[O:19])[CH3:18]. The yield is 0.880. (2) The reactants are [Cl:1][C:2]1[CH:3]=[C:4]([CH:11]([NH:14][C:15]([CH3:18])([CH3:17])[CH3:16])[CH2:12][OH:13])[CH:5]=[C:6]([C:9]#[N:10])[C:7]=1[NH2:8].[C:19]([C@:27]([C:42]([OH:44])=[O:43])([OH:41])[C@:28]([C:33](=[O:40])[C:34]1[CH:39]=[CH:38][CH:37]=[CH:36][CH:35]=1)([OH:32])[C:29]([OH:31])=[O:30])(=[O:26])[C:20]1[CH:25]=[CH:24][CH:23]=[CH:22][CH:21]=1.C(OCC)C. The product is [C:33]([C@:28]([C:29]([OH:31])=[O:30])([OH:32])[C@:27]([C:19](=[O:26])[C:20]1[CH:25]=[CH:24][CH:23]=[CH:22][CH:21]=1)([OH:41])[C:42]([OH:44])=[O:43])(=[O:40])[C:34]1[CH:39]=[CH:38][CH:37]=[CH:36][CH:35]=1.[Cl:1][C:2]1[CH:3]=[C:4]([CH:11]([NH:14][C:15]([CH3:18])([CH3:17])[CH3:16])[CH2:12][OH:13])[CH:5]=[C:6]([C:9]#[N:10])[C:7]=1[NH2:8]. The yield is 0.756. The catalyst is C(O)C. (3) The reactants are [CH2:1]=[CH:2][CH2:3][CH2:4][CH2:5][CH3:6].B1C2CCCC1CCC2.Br[C:17](Br)=[CH:18][C:19]1[CH:24]=[CH:23][CH:22]=[CH:21][C:20]=1[NH2:25].[O-]P([O-])([O-])=O.[K+].[K+].[K+].O. The catalyst is C1C=CC(/C=C/C(/C=C/C2C=CC=CC=2)=O)=CC=1.C1C=CC(/C=C/C(/C=C/C2C=CC=CC=2)=O)=CC=1.C1C=CC(/C=C/C(/C=C/C2C=CC=CC=2)=O)=CC=1.[Pd].[Pd].COC1C=CC=C(OC)C=1C1C=CC=CC=1P(C1CCCCC1)C1CCCCC1.O. The product is [CH2:1]([C:17]1[NH:25][C:20]2[C:19]([CH:18]=1)=[CH:24][CH:23]=[CH:22][CH:21]=2)[CH2:2][CH2:3][CH2:4][CH2:5][CH3:6]. The yield is 0.790. (4) The reactants are [F:1][C:2]1[CH:3]=[C:4]([N:9]2[CH2:13][CH:12]([CH2:14][NH:15][C:16](=[O:18])[CH3:17])[O:11][C:10]2=[O:19])[CH:5]=[CH:6][C:7]=1I.[OH:20][CH2:21][C:22]1[CH:27]=[CH:26][C:25](B(O)O)=[CH:24][CH:23]=1.C(=O)([O-])[O-].[K+].[K+].C(O)C. The catalyst is C1(C)C=CC=CC=1.C1C=CC([P]([Pd]([P](C2C=CC=CC=2)(C2C=CC=CC=2)C2C=CC=CC=2)([P](C2C=CC=CC=2)(C2C=CC=CC=2)C2C=CC=CC=2)[P](C2C=CC=CC=2)(C2C=CC=CC=2)C2C=CC=CC=2)(C2C=CC=CC=2)C2C=CC=CC=2)=CC=1.O. The product is [F:1][C:2]1[CH:3]=[C:4]([N:9]2[CH2:13][CH:12]([CH2:14][NH:15][C:16](=[O:18])[CH3:17])[O:11][C:10]2=[O:19])[CH:5]=[CH:6][C:7]=1[C:25]1[CH:26]=[CH:27][C:22]([CH2:21][OH:20])=[CH:23][CH:24]=1. The yield is 0.940. (5) The reactants are [F:1][C:2]([CH3:17])([CH3:16])[CH2:3][O:4][C:5]1[CH:14]=[CH:13][C:8]([C:9]([O:11]C)=[O:10])=[CH:7][C:6]=1[CH3:15].[OH-].[Na+]. The catalyst is CO.O. The product is [F:1][C:2]([CH3:17])([CH3:16])[CH2:3][O:4][C:5]1[CH:14]=[CH:13][C:8]([C:9]([OH:11])=[O:10])=[CH:7][C:6]=1[CH3:15]. The yield is 0.810. (6) The reactants are C(OC([NH:8][CH:9]1[C:18]2[C:13](=[CH:14][CH:15]=[C:16]([NH:19][C:20]([C:22]3[C:31](=[O:32])[C:30]4[C:25](=[CH:26][CH:27]=[CH:28][CH:29]=4)[NH:24][CH:23]=3)=[O:21])[CH:17]=2)[CH2:12][CH2:11][CH2:10]1)=O)(C)(C)C.C(O)(C(F)(F)F)=O. The catalyst is ClCCl. The product is [NH2:8][CH:9]1[C:18]2[C:13](=[CH:14][CH:15]=[C:16]([NH:19][C:20]([C:22]3[C:31](=[O:32])[C:30]4[C:25](=[CH:26][CH:27]=[CH:28][CH:29]=4)[NH:24][CH:23]=3)=[O:21])[CH:17]=2)[CH2:12][CH2:11][CH2:10]1. The yield is 0.930. (7) The reactants are [H-].[Na+].[CH2:3]([OH:25])[CH2:4][CH2:5][CH2:6][CH2:7][CH2:8][CH2:9][CH2:10][CH2:11][CH2:12][CH2:13][CH2:14][CH2:15][CH2:16][CH2:17][CH2:18][CH2:19][CH2:20][CH2:21][CH2:22][CH2:23][CH3:24].[Br:26][CH2:27][CH2:28][CH2:29][CH2:30][CH2:31][CH2:32][CH2:33][CH2:34][CH2:35][CH2:36][CH2:37][CH2:38]Br.Cl. The catalyst is CCCCCC.C1(C)C=CC=CC=1. The product is [CH2:3]([O:25][CH2:38][CH2:37][CH2:36][CH2:35][CH2:34][CH2:33][CH2:32][CH2:31][CH2:30][CH2:29][CH2:28][CH2:27][Br:26])[CH2:4][CH2:5][CH2:6][CH2:7][CH2:8][CH2:9][CH2:10][CH2:11][CH2:12][CH2:13][CH2:14][CH2:15][CH2:16][CH2:17][CH2:18][CH2:19][CH2:20][CH2:21][CH2:22][CH2:23][CH3:24]. The yield is 0.780. (8) The reactants are Cl[C:2]1[N:7]=[CH:6][C:5]([C:8]([O:10][CH3:11])=[O:9])=[CH:4][N:3]=1.[F:12][C:13]1[CH:18]=[CH:17][C:16]([C:19]([CH3:23])([CH3:22])[CH2:20][NH2:21])=[CH:15][CH:14]=1.CCN(C(C)C)C(C)C. The catalyst is C1(C)C=CC=CC=1. The product is [F:12][C:13]1[CH:14]=[CH:15][C:16]([C:19]([CH3:23])([CH3:22])[CH2:20][NH:21][C:2]2[N:7]=[CH:6][C:5]([C:8]([O:10][CH3:11])=[O:9])=[CH:4][N:3]=2)=[CH:17][CH:18]=1. The yield is 0.770. (9) The reactants are [F:1][C:2]1[CH:3]=[C:4]([C@H:8]2[CH2:12][CH2:11][CH2:10][N:9]2[C:13]2[CH:18]=[CH:17][N:16]3[N:19]=[CH:20][C:21]([C:22]([OH:24])=O)=[C:15]3[N:14]=2)[CH:5]=[N:6][CH:7]=1.CN(C(ON1N=NC2C=CC=NC1=2)=[N+](C)C)C.F[P-](F)(F)(F)(F)F.FC(F)(F)C(O)=O.[CH3:56][O:57][CH:58]1[CH2:61][NH:60][CH2:59]1.CCN(C(C)C)C(C)C. The catalyst is CN(C=O)C. The product is [F:1][C:2]1[CH:3]=[C:4]([C@H:8]2[CH2:12][CH2:11][CH2:10][N:9]2[C:13]2[CH:18]=[CH:17][N:16]3[N:19]=[CH:20][C:21]([C:22]([N:60]4[CH2:61][CH:58]([O:57][CH3:56])[CH2:59]4)=[O:24])=[C:15]3[N:14]=2)[CH:5]=[N:6][CH:7]=1. The yield is 0.690.